This data is from Experimentally validated miRNA-target interactions with 360,000+ pairs, plus equal number of negative samples. The task is: Binary Classification. Given a miRNA mature sequence and a target amino acid sequence, predict their likelihood of interaction. (1) The miRNA is hsa-miR-26b-5p with sequence UUCAAGUAAUUCAGGAUAGGU. The protein sequence of the target gene is MSRLPVLLLLQLLVRPGLQAPMTQTTPLKTSWVNCSNMIDEIITHLKQPPLPLLDFNNLNGEDQDILMENNLRRPNLEAFNRAVKSLQNASAIESILKNLLPCLPLATAAPTRHPIHIKDGDWNEFRRKLTFYLKTLENAQAQQTTLSLAIF. Result: 1 (interaction). (2) The miRNA is mmu-miR-101b-3p with sequence GUACAGUACUGUGAUAGCU. The protein sequence of the target gene is MPCAQRSWLANLSVVAQLLNFGALCYGRQPQPGPVRFPDRRQEHFIKGLPEYHVVGPVRVDASGHFLSYGLHYPITSSRRKRDLDGSEDWVYYRISHEEKDLFFNLTVNQGFLSNSYIMEKRYGNLSHVKMMASSAPLCHLSGTVLQQGTRVGTAALSACHGLTGFFQLPHGDFFIEPVKKHPLVEGGYHPHIVYRRQKVPETKEPTCGLKDSVNISQKQELWREKWERHNLPSRSLSRRSISKERWVETLVVADTKMIEYHGSENVESYILTIMNMVTGLFHNPSIGNAIHIVVVRLIL.... Result: 0 (no interaction). (3) The miRNA is mmu-miR-146a-5p with sequence UGAGAACUGAAUUCCAUGGGUU. The protein sequence of the target gene is MALRPEDPSSGFRHSNVVAFINEKMARHTKGPEFYLENISLSWEKVEDKLRAILEDSEVPSEVKEACTWGSLALGVRFAHRQAQLQRHRVRWLHGFAKLHKSAAQALASDLKKLREQQETERKEAASRLRMAQTSLVEVQKERDKELVSPHEWEQGAGWPGLATAGGVCTEGAAEEEEEAAVAAAGAAGGKGAEEEQRDVEVVAAPVEAMAPPVEAGAAPMETQFPHVEARAASMETTEKLERILLQLLGDADQEKYTYWGQKEGDLRSVETATSYFSGTTNPWSRASSEPLPVQLPASY.... Result: 0 (no interaction). (4) The miRNA is hsa-miR-1276 with sequence UAAAGAGCCCUGUGGAGACA. The protein sequence of the target gene is MFAAGLAPFYASNFSLWSAAYCSSAGPGGCSFPLDPAAVKKPSFCIADILHAGVGDLGAAPEGLAGASAAALTAHLGSVHPHASFQAAARSPLRPTPVVAPSEVPAGFPQRLSPLSAAYHHHHPQQQQQQQQPQQQQPPPPPRAGALQPPASGTRVVPNPHHSGSAPAPSSKDLKFGIDRILSAEFDPKVKEGNTLRDLTSLLTGGRPAGVHLSGLQPSAGQFFASLDPINEASAILSPLNSNPRNSVQHQFQDTFPGPYAVLTKDTMPQTYKRKRSWSRAVFSNLQRKGLEKRFEIQKY.... Result: 1 (interaction). (5) The miRNA is hsa-miR-4423-3p with sequence AUAGGCACCAAAAAGCAACAA. The protein sequence of the target gene is MQSIKCVVVGDGAVGKTCLLICYTTNAFPKEYIPTVFDNYSAQSAVDGRTVNLNLWDTAGQEEYDRLRTLSYPQTNVFVICFSIASPPSYENVRHKWHPEVCHHCPDVPILLVGTKKDLRAQPDTLRRLKEQGQAPITPQQGQALAKQIHAVRYLECSALQQDGVKEVFAEAVRAVLNPTPIKRGRSCILL. Result: 1 (interaction). (6) The miRNA is hsa-miR-410-3p with sequence AAUAUAACACAGAUGGCCUGU. The protein sequence of the target gene is MKVARFQKIPNGENETMIPVLTSKKASELPVSEVASILQADLQNGLNKCEVSHRRAFHGWNEFDISEDEPLWKKYISQFKNPLIMLLLASAVISVLMHQFDDAVSITVAILIVVTVAFVQEYRSEKSLEELSKLVPPECHCVREGKLEHTLARDLVPGDTVCLSVGDRVPADLRLFEAVDLSIDESSLTGETTPCSKVTAPQPAATNGDLASRSNIAFMGTLVRCGKAKGVVIGTGENSEFGEVFKMMQAEEAPKTPLQKSMDLLGKQLSFYSFGIIGIIMLVGWLLGKDILEMFTISVS.... Result: 0 (no interaction).